Dataset: Full USPTO retrosynthesis dataset with 1.9M reactions from patents (1976-2016). Task: Predict the reactants needed to synthesize the given product. (1) Given the product [CH2:1]([O:3][C:4]([C:6]1[S:10][C:9]2[CH:11]=[C:12]([C:15]([C:18]3[CH:23]=[CH:22][C:21]([O:24][CH2:29][C:30](=[O:35])[C:31]([CH3:34])([CH3:33])[CH3:32])=[C:20]([CH3:25])[CH:19]=3)([CH2:26][CH3:27])[CH2:16][CH3:17])[CH:13]=[CH:14][C:8]=2[CH:7]=1)=[O:5])[CH3:2], predict the reactants needed to synthesize it. The reactants are: [CH2:1]([O:3][C:4]([C:6]1[S:10][C:9]2[CH:11]=[C:12]([C:15]([CH2:26][CH3:27])([C:18]3[CH:23]=[CH:22][C:21]([OH:24])=[C:20]([CH3:25])[CH:19]=3)[CH2:16][CH3:17])[CH:13]=[CH:14][C:8]=2[CH:7]=1)=[O:5])[CH3:2].Br[CH2:29][C:30](=[O:35])[C:31]([CH3:34])([CH3:33])[CH3:32].C([O-])([O-])=O.[K+].[K+]. (2) Given the product [I:1][C:2]1[CH:7]=[CH:6][N:5]2[N:8]=[CH:9][C:10]([C:11]([N:21]([CH2:20][C:19]3[CH:18]=[CH:17][C:16]([O:15][CH3:14])=[CH:32][CH:31]=3)[CH2:22][C:23]3[CH:24]=[CH:25][C:26]([O:29][CH3:30])=[CH:27][CH:28]=3)=[O:13])=[C:4]2[CH:3]=1, predict the reactants needed to synthesize it. The reactants are: [I:1][C:2]1[CH:7]=[CH:6][N:5]2[N:8]=[CH:9][C:10]([C:11]([OH:13])=O)=[C:4]2[CH:3]=1.[CH3:14][O:15][C:16]1[CH:32]=[CH:31][C:19]([CH2:20][NH:21][CH2:22][C:23]2[CH:28]=[CH:27][C:26]([O:29][CH3:30])=[CH:25][CH:24]=2)=[CH:18][CH:17]=1.CCN=C=NCCCN(C)C.CN(C=O)C.